Predict the product of the given reaction. From a dataset of Forward reaction prediction with 1.9M reactions from USPTO patents (1976-2016). (1) Given the reactants [OH:1][C:2]1[CH:7]=[C:6]([O:8][CH2:9][CH2:10][O:11][CH3:12])[CH:5]=[CH:4][C:3]=1/[CH:13]=[CH:14]/[C:15]([O:17][CH2:18][CH3:19])=[O:16].[CH2:20](Br)[CH:21]1[O:25][CH2:24][CH2:23][CH2:22]1.[I-].[Na+].C(=O)([O-])[O-].[K+].[K+], predict the reaction product. The product is: [CH3:12][O:11][CH2:10][CH2:9][O:8][C:6]1[CH:5]=[CH:4][C:3](/[CH:13]=[CH:14]/[C:15]([O:17][CH2:18][CH3:19])=[O:16])=[C:2]([O:1][CH2:20][CH:21]2[CH2:22][CH2:23][CH2:24][O:25]2)[CH:7]=1. (2) Given the reactants [CH2:1]([O:3][C:4]([C:6]1[C:14]2[C:9](=[CH:10][CH:11]=[C:12]([OH:15])[CH:13]=2)[N:8]([C:16]2[CH:21]=[CH:20][CH:19]=[CH:18][CH:17]=2)[C:7]=1[CH2:22][C:23]([O:25][CH2:26][CH3:27])=[O:24])=[O:5])[CH3:2].[Cl:28][C:29]1[CH:34]=[CH:33][C:32](B(O)O)=[CH:31][CH:30]=1, predict the reaction product. The product is: [CH2:1]([O:3][C:4]([C:6]1[C:14]2[C:9](=[CH:10][CH:11]=[C:12]([O:15][C:32]3[CH:33]=[CH:34][C:29]([Cl:28])=[CH:30][CH:31]=3)[CH:13]=2)[N:8]([C:16]2[CH:17]=[CH:18][CH:19]=[CH:20][CH:21]=2)[C:7]=1[CH2:22][C:23]([O:25][CH2:26][CH3:27])=[O:24])=[O:5])[CH3:2]. (3) Given the reactants [Br:1][C:2]1[CH:3]=[C:4]2[CH2:10][C:9](=[O:11])[NH:8][C:5]2=[N:6][CH:7]=1.[NH:12]1[C:20]2[C:15](=[CH:16][CH:17]=[C:18]([CH:21]=O)[CH:19]=2)[CH:14]=[N:13]1, predict the reaction product. The product is: [NH:12]1[C:20]2[C:15](=[CH:16][CH:17]=[C:18]([CH:21]=[C:10]3[C:4]4[C:5](=[N:6][CH:7]=[C:2]([Br:1])[CH:3]=4)[NH:8][C:9]3=[O:11])[CH:19]=2)[CH:14]=[N:13]1.